The task is: Predict which catalyst facilitates the given reaction.. This data is from Catalyst prediction with 721,799 reactions and 888 catalyst types from USPTO. Reactant: P(Br)(Br)[Br:2].O[CH2:6][C:7]1[C:12]([CH3:13])=[CH:11][CH:10]=[CH:9][C:8]=1[N:14]1[C:18](=[O:19])[N:17]([CH3:20])[N:16]=[N:15]1. Product: [Br:2][CH2:6][C:7]1[C:12]([CH3:13])=[CH:11][CH:10]=[CH:9][C:8]=1[N:14]1[C:18](=[O:19])[N:17]([CH3:20])[N:16]=[N:15]1. The catalyst class is: 22.